This data is from Forward reaction prediction with 1.9M reactions from USPTO patents (1976-2016). The task is: Predict the product of the given reaction. Given the reactants [Cl:1][C:2]1[CH:7]=[C:6]([C:8](=O)[CH2:9][C:10]2[CH:17]=[N:16][CH:15]=[CH:14][C:11]=2[C:12]#[N:13])[CH:5]=[CH:4][N:3]=1.COC1C=C(C(=O)CC2C=NC=CC=2C#N)C=CN=1.[CH3:38][C:39]([NH2:43])([CH3:42])[CH2:40][NH2:41], predict the reaction product. The product is: [Cl:1][C:2]1[CH:7]=[C:6]([C:8]2[N:13]=[C:12]([NH:41][CH2:40][C:39]([CH3:42])([NH2:43])[CH3:38])[C:11]3[C:10]([CH:9]=2)=[CH:17][N:16]=[CH:15][CH:14]=3)[CH:5]=[CH:4][N:3]=1.